From a dataset of Full USPTO retrosynthesis dataset with 1.9M reactions from patents (1976-2016). Predict the reactants needed to synthesize the given product. (1) Given the product [Br:1][C:2]1[CH:3]=[C:4]([C:8]2[C:17]([C:18]3[CH:19]=[CH:20][N:31]=[C:29]([NH:28][CH:23]4[CH2:27][CH2:26][CH2:25][CH2:24]4)[N:30]=3)=[C:11]3[CH:12]=[CH:13][CH:14]=[C:15]([Cl:16])[N:10]3[N:9]=2)[CH:5]=[CH:6][CH:7]=1, predict the reactants needed to synthesize it. The reactants are: [Br:1][C:2]1[CH:3]=[C:4]([C:8]2[C:17]([C:18](=O)[C:19]#[CH:20])=[C:11]3[CH:12]=[CH:13][CH:14]=[C:15]([Cl:16])[N:10]3[N:9]=2)[CH:5]=[CH:6][CH:7]=1.Cl.[CH:23]1([NH:28][C:29]([NH2:31])=[NH:30])[CH2:27][CH2:26][CH2:25][CH2:24]1.[O-]CC.[Na+]. (2) Given the product [Cl:1][C:2]1[C:3]([F:28])=[C:4]([C@@H:14]2[CH2:15][NH:16][C:20](=[O:21])[CH:19]2[C:24]([O:26][CH3:27])=[O:25])[C:5]([O:11][CH2:12][CH3:13])=[C:6]([C@H:8]([OH:10])[CH3:9])[CH:7]=1, predict the reactants needed to synthesize it. The reactants are: [Cl:1][C:2]1[C:3]([F:28])=[C:4]([C@@H:14]([CH:19]([C:24]([O:26][CH3:27])=[O:25])[C:20](OC)=[O:21])[CH2:15][N+:16]([O-])=O)[C:5]([O:11][CH2:12][CH3:13])=[C:6]([C@H:8]([OH:10])[CH3:9])[CH:7]=1. (3) Given the product [N+:1]([C:4]1[CH:12]=[CH:11][CH:10]=[CH:9][C:5]=1[C:6]([NH:23][C:21]1[CH:20]=[CH:19][N:18]=[C:17]([S:16][CH2:15][C:14]([F:25])([F:24])[F:13])[N:22]=1)=[O:7])([O-:3])=[O:2], predict the reactants needed to synthesize it. The reactants are: [N+:1]([C:4]1[CH:12]=[CH:11][CH:10]=[CH:9][C:5]=1[C:6](Cl)=[O:7])([O-:3])=[O:2].[F:13][C:14]([F:25])([F:24])[CH2:15][S:16][C:17]1[N:22]=[C:21]([NH2:23])[CH:20]=[CH:19][N:18]=1.C(N(CC)CC)C. (4) Given the product [C:1]([O:5][C:6]([N:8]1[CH2:12][CH:11]([O:13][S:24]([CH3:23])(=[O:26])=[O:25])[CH2:10][CH:9]1[CH2:14][O:15][S:24]([CH3:23])(=[O:26])=[O:25])=[O:7])([CH3:4])([CH3:3])[CH3:2], predict the reactants needed to synthesize it. The reactants are: [C:1]([O:5][C:6]([N:8]1[CH2:12][CH:11]([OH:13])[CH2:10][CH:9]1[CH2:14][OH:15])=[O:7])([CH3:4])([CH3:3])[CH3:2].C(N(CC)CC)C.[CH3:23][S:24](Cl)(=[O:26])=[O:25]. (5) Given the product [F:37][C:31]1[C:32]([F:36])=[CH:33][CH:34]=[CH:35][C:30]=1[CH2:29][O:1][C:2]1[CH:7]=[CH:6][C:5]([CH2:8][C:9]([NH:11][C:12]2[CH:20]=[CH:19][CH:18]=[C:17]3[C:13]=2[CH:14]=[N:15][N:16]3[CH2:21][CH2:22][N:23]2[CH2:27][CH2:26][CH2:25][CH2:24]2)=[O:10])=[CH:4][CH:3]=1, predict the reactants needed to synthesize it. The reactants are: [OH:1][C:2]1[CH:7]=[CH:6][C:5]([CH2:8][C:9]([NH:11][C:12]2[CH:20]=[CH:19][CH:18]=[C:17]3[C:13]=2[CH:14]=[N:15][N:16]3[CH2:21][CH2:22][N:23]2[CH2:27][CH2:26][CH2:25][CH2:24]2)=[O:10])=[CH:4][CH:3]=1.Br[CH2:29][C:30]1[CH:35]=[CH:34][CH:33]=[C:32]([F:36])[C:31]=1[F:37].C([O-])([O-])=O.[Cs+].[Cs+]. (6) Given the product [ClH:32].[ClH:32].[N:24]1[CH:23]=[C:22]([S:21][C:19]2[CH:18]=[CH:17][C:15]3[N:16]=[C:12]([NH:11][C:9](=[O:10])[CH2:8][NH2:7])[S:13][C:14]=3[CH:20]=2)[N:26]2[CH:27]=[CH:28][CH:29]=[N:30][C:25]=12, predict the reactants needed to synthesize it. The reactants are: CC(OC(=O)[NH:7][CH2:8][C:9]([NH:11][C:12]1[S:13][C:14]2[CH:20]=[C:19]([S:21][C:22]3[N:26]4[CH:27]=[CH:28][CH:29]=[N:30][C:25]4=[N:24][CH:23]=3)[CH:18]=[CH:17][C:15]=2[N:16]=1)=[O:10])(C)C.[ClH:32]. (7) Given the product [Cl:22][C:14]1[C:13]2=[CH:19][N:10]([C:3]3[C:2]([Cl:1])=[CH:7][C:6]([F:8])=[CH:5][C:4]=3[Cl:9])[N:11]=[C:12]2[CH:17]=[CH:16][N:15]=1, predict the reactants needed to synthesize it. The reactants are: [Cl:1][C:2]1[CH:7]=[C:6]([F:8])[CH:5]=[C:4]([Cl:9])[C:3]=1[N:10]1[CH:19]=[C:13]2[CH:14]=[N+:15]([O-])[CH:16]=[CH:17][C:12]2=[N:11]1.P(Cl)(Cl)([Cl:22])=O.